From a dataset of Full USPTO retrosynthesis dataset with 1.9M reactions from patents (1976-2016). Predict the reactants needed to synthesize the given product. Given the product [Cl:1][C:2]1[CH:3]=[C:4]([CH:5]([OH:6])[C@@H:7]2[CH2:12][CH2:11][CH2:10][N:9]([C:13]([O:15][C:16]([CH3:18])([CH3:17])[CH3:19])=[O:14])[CH2:8]2)[CH:20]=[CH:21][CH:22]=1, predict the reactants needed to synthesize it. The reactants are: [Cl:1][C:2]1[CH:3]=[C:4]([CH:20]=[CH:21][CH:22]=1)[C:5]([C@@H:7]1[CH2:12][CH2:11][CH2:10][N:9]([C:13]([O:15][C:16]([CH3:19])([CH3:18])[CH3:17])=[O:14])[CH2:8]1)=[O:6].[BH4-].[Na+].